From a dataset of NCI-60 drug combinations with 297,098 pairs across 59 cell lines. Regression. Given two drug SMILES strings and cell line genomic features, predict the synergy score measuring deviation from expected non-interaction effect. (1) Drug 1: CN(C)C1=NC(=NC(=N1)N(C)C)N(C)C. Drug 2: CC12CCC3C(C1CCC2O)C(CC4=C3C=CC(=C4)O)CCCCCCCCCS(=O)CCCC(C(F)(F)F)(F)F. Cell line: ACHN. Synergy scores: CSS=-2.95, Synergy_ZIP=0.179, Synergy_Bliss=-7.23, Synergy_Loewe=-13.4, Synergy_HSA=-11.2. (2) Drug 1: CC1=C(C=C(C=C1)NC2=NC=CC(=N2)N(C)C3=CC4=NN(C(=C4C=C3)C)C)S(=O)(=O)N.Cl. Drug 2: CCC(=C(C1=CC=CC=C1)C2=CC=C(C=C2)OCCN(C)C)C3=CC=CC=C3.C(C(=O)O)C(CC(=O)O)(C(=O)O)O. Cell line: KM12. Synergy scores: CSS=14.5, Synergy_ZIP=-3.20, Synergy_Bliss=-0.854, Synergy_Loewe=-1.20, Synergy_HSA=1.54.